From a dataset of Cav3 T-type calcium channel HTS with 100,875 compounds. Binary Classification. Given a drug SMILES string, predict its activity (active/inactive) in a high-throughput screening assay against a specified biological target. (1) The drug is Clc1ccc(CN2CCN(CC(=O)N3CC(CC(C3)C)C)C2=O)cc1. The result is 0 (inactive). (2) The drug is s1c2CCCCc2nc1NC1=NS(=O)(=O)c2c1cccc2. The result is 0 (inactive). (3) The drug is S(=O)(=O)(N(c1ccc(OC)cc1)CC(=O)N\N=C\c1occc1)c1ccccc1. The result is 0 (inactive).